Dataset: Forward reaction prediction with 1.9M reactions from USPTO patents (1976-2016). Task: Predict the product of the given reaction. Given the reactants [H-].[H-].[H-].[H-].[Li+].[Al+3].[C:7]([C:10]1[CH:11]=[N:12][C:13]2[C:18]([C:19]=1[NH:20][C:21]1[CH:26]=[CH:25][CH:24]=[C:23]([O:27][CH3:28])[CH:22]=1)=[CH:17][C:16]([S:29]([C:32]1[CH:33]=[C:34]([CH:57]=[CH:58][CH:59]=1)[C:35]([NH:37][C:38]1[CH:43]=[CH:42][C:41]([C:44]3[CH:49]=[CH:48][C:47]([CH2:50][CH2:51][CH2:52][C:53](OC)=[O:54])=[CH:46][CH:45]=3)=[CH:40][CH:39]=1)=[O:36])(=[O:31])=[O:30])=[CH:15][C:14]=2[CH3:60])(=[O:9])[NH2:8].O.[OH-].[Na+], predict the reaction product. The product is: [OH:54][CH2:53][CH2:52][CH2:51][CH2:50][C:47]1[CH:48]=[CH:49][C:44]([C:41]2[CH:42]=[CH:43][C:38]([NH:37][C:35]([C:34]3[CH:33]=[C:32]([S:29]([C:16]4[CH:17]=[C:18]5[C:13](=[C:14]([CH3:60])[CH:15]=4)[N:12]=[CH:11][C:10]([C:7]([NH2:8])=[O:9])=[C:19]5[NH:20][C:21]4[CH:26]=[CH:25][CH:24]=[C:23]([O:27][CH3:28])[CH:22]=4)(=[O:30])=[O:31])[CH:59]=[CH:58][CH:57]=3)=[O:36])=[CH:39][CH:40]=2)=[CH:45][CH:46]=1.